Task: Predict the reactants needed to synthesize the given product.. Dataset: Full USPTO retrosynthesis dataset with 1.9M reactions from patents (1976-2016) (1) Given the product [C:3]12([NH:13][C:14]([C:16]3[CH:17]=[CH:18][C:19]([N:26]4[CH2:31][CH2:30][CH2:29][C@@H:28]([CH2:32][C:33]([OH:35])=[O:34])[CH2:27]4)=[N:20][C:21]=3[S:22][CH2:23][CH2:24][CH3:25])=[O:15])[CH2:12][CH:7]3[CH2:6][CH:5]([CH2:11][CH:9]([CH2:8]3)[CH2:10]1)[CH2:4]2, predict the reactants needed to synthesize it. The reactants are: [OH-].[Li+].[C:3]12([NH:13][C:14]([C:16]3[CH:17]=[CH:18][C:19]([N:26]4[CH2:31][CH2:30][CH2:29][C@@H:28]([CH2:32][C:33]([O:35]C)=[O:34])[CH2:27]4)=[N:20][C:21]=3[S:22][CH2:23][CH2:24][CH3:25])=[O:15])[CH2:12][CH:7]3[CH2:8][CH:9]([CH2:11][CH:5]([CH2:6]3)[CH2:4]1)[CH2:10]2.Cl. (2) Given the product [NH2:12][C:9]1[N:8]=[C:7]([C:13]([F:16])([F:14])[F:15])[C:6]([C:4]([OH:5])=[O:3])=[CH:11][N:10]=1, predict the reactants needed to synthesize it. The reactants are: C([O:3][C:4]([C:6]1[C:7]([C:13]([F:16])([F:15])[F:14])=[N:8][C:9]([NH2:12])=[N:10][CH:11]=1)=[O:5])C.[OH-].[K+]. (3) Given the product [OH:4][CH2:3][CH2:2][NH:1][C:8](=[O:7])[C:9]1[CH:14]=[CH:13][CH:12]=[CH:11][C:10]=1[NH2:5], predict the reactants needed to synthesize it. The reactants are: [NH2:1][CH2:2][CH2:3][OH:4].[NH:5]1[C:10]2[CH:11]=[CH:12][CH:13]=[CH:14][C:9]=2[C:8](=O)[O:7]C1=O. (4) The reactants are: C[O:2][C:3]([C@H:5]1[CH2:10][CH2:9][C@H:8]([C:11]2[N:15]3[CH:16]=[CH:17][N:18]=[C:19]([NH2:20])[C:14]3=[C:13]([C:21]3[CH:30]=[C:29]4[C:24]([CH:25]=[CH:26][C:27]([C:31]5[CH:36]=[CH:35][CH:34]=[CH:33][CH:32]=5)=[N:28]4)=[CH:23][CH:22]=3)[N:12]=2)[CH2:7][CH2:6]1)=O.[H-].[H-].[H-].[H-].[Li+].[Al+3]. Given the product [NH2:20][C:19]1[C:14]2[N:15]([C:11]([C@H:8]3[CH2:7][CH2:6][C@H:5]([CH2:3][OH:2])[CH2:10][CH2:9]3)=[N:12][C:13]=2[C:21]2[CH:30]=[C:29]3[C:24]([CH:25]=[CH:26][C:27]([C:31]4[CH:36]=[CH:35][CH:34]=[CH:33][CH:32]=4)=[N:28]3)=[CH:23][CH:22]=2)[CH:16]=[CH:17][N:18]=1, predict the reactants needed to synthesize it. (5) Given the product [NH2:14][C:13]1[C:8]2[N:7]([C:1]3[CH:6]=[CH:5][CH:4]=[CH:3][CH:2]=3)[CH:25]=[N:19][C:9]=2[CH:10]=[C:11]([C:17]#[N:18])[CH:12]=1, predict the reactants needed to synthesize it. The reactants are: [C:1]1([NH:7][C:8]2[C:13]([N+:14]([O-])=O)=[CH:12][C:11]([C:17]#[N:18])=[CH:10][C:9]=2[N+:19]([O-])=O)[CH:6]=[CH:5][CH:4]=[CH:3][CH:2]=1.Cl[Sn]Cl.[CH2:25](O)C.C(=O)([O-])[O-].[Na+].[Na+]. (6) Given the product [NH2:1][C:2]1[N:10]=[CH:9][N:8]=[C:7]2[C:3]=1[N:4]([C:26]1[CH:31]=[CH:30][C:29]([O:32][C:33]3[CH:34]=[CH:35][CH:36]=[CH:37][CH:38]=3)=[CH:28][CH:27]=1)[C:5](=[O:25])[N:6]2[C:11]1[CH:16]=[CH:15][CH:14]=[C:13]([NH2:17])[CH:12]=1, predict the reactants needed to synthesize it. The reactants are: [NH2:1][C:2]1[N:10]=[CH:9][N:8]=[C:7]2[C:3]=1[N:4]([C:26]1[CH:31]=[CH:30][C:29]([O:32][C:33]3[CH:38]=[CH:37][CH:36]=[CH:35][CH:34]=3)=[CH:28][CH:27]=1)[C:5](=[O:25])[N:6]2[C:11]1[CH:12]=[C:13]([NH:17]C(=O)OC(C)(C)C)[CH:14]=[CH:15][CH:16]=1.C(O)(C(F)(F)F)=O. (7) Given the product [CH3:4][O:5][C:22]1[CH:27]=[CH:26][C:25]([C:11]2[S:15][C:14]([C:16]([O:18][CH2:19][CH3:20])=[O:17])=[CH:13][CH:12]=2)=[CH:24][CH:23]=1, predict the reactants needed to synthesize it. The reactants are: B(O)O.[C:4](=O)([O-])[O-:5].[Na+].[Na+].Br[C:11]1[S:15][C:14]([C:16]([O:18][CH2:19][CH3:20])=[O:17])=[CH:13][CH:12]=1.O.[C:22]1(C)[CH:27]=[CH:26][CH:25]=[CH:24][CH:23]=1. (8) Given the product [ClH:21].[S:1]1[CH2:2][CH2:3][N:4]([S:7]([C:10]2[CH:17]=[CH:16][CH:15]=[CH:14][C:11]=2[CH2:12][NH2:13])(=[O:9])=[O:8])[CH2:5][CH2:6]1, predict the reactants needed to synthesize it. The reactants are: [S:1]1[CH2:6][CH2:5][N:4]([S:7]([C:10]2[CH:17]=[CH:16][CH:15]=[CH:14][C:11]=2[C:12]#[N:13])(=[O:9])=[O:8])[CH2:3][CH2:2]1.S(C)C.[ClH:21].